The task is: Predict the product of the given reaction.. This data is from Forward reaction prediction with 1.9M reactions from USPTO patents (1976-2016). Given the reactants [Cl:1][C:2]1[CH:38]=[C:37]([Cl:39])[CH:36]=[CH:35][C:3]=1[CH2:4][NH:5][C:6]([C:8]1[C:17](=[O:18])[C:16]2[C:11](=[C:12]([O:28][CH3:29])[C:13]([N:20]3[CH2:25][CH:24]([CH3:26])[NH:23][CH:22]([CH3:27])[CH2:21]3)=[C:14]([F:19])[CH:15]=2)[N:10]([CH2:30][C:31]([F:34])([F:33])[F:32])[CH:9]=1)=[O:7], predict the reaction product. The product is: [ClH:1].[Cl:1][C:2]1[CH:38]=[C:37]([Cl:39])[CH:36]=[CH:35][C:3]=1[CH2:4][NH:5][C:6]([C:8]1[C:17](=[O:18])[C:16]2[C:11](=[C:12]([O:28][CH3:29])[C:13]([N:20]3[CH2:21][CH:22]([CH3:27])[NH:23][CH:24]([CH3:26])[CH2:25]3)=[C:14]([F:19])[CH:15]=2)[N:10]([CH2:30][C:31]([F:33])([F:34])[F:32])[CH:9]=1)=[O:7].